Dataset: Catalyst prediction with 721,799 reactions and 888 catalyst types from USPTO. Task: Predict which catalyst facilitates the given reaction. (1) Reactant: [NH2:1][C:2]1[CH:17]=[C:16]([O:18][CH3:19])[CH:15]=[CH:14][C:3]=1[C:4]([NH:6][C:7]1[CH:12]=[CH:11][C:10]([Cl:13])=[CH:9][CH:8]=1)=[O:5].[C:20](Cl)(Cl)=[O:21]. Product: [Cl:13][C:10]1[CH:9]=[CH:8][C:7]([N:6]2[C:4](=[O:5])[C:3]3[C:2](=[CH:17][C:16]([O:18][CH3:19])=[CH:15][CH:14]=3)[NH:1][C:20]2=[O:21])=[CH:12][CH:11]=1. The catalyst class is: 1. (2) Reactant: Br[C:2]1[CH:7]=[CH:6][C:5]([N:8]2[CH:12]=[CH:11][N:10]=[C:9]2[CH3:13])=[CH:4][CH:3]=1.[CH3:14][C:15]1([CH3:31])[C:19]([CH3:21])([CH3:20])[O:18][B:17]([B:17]2[O:18][C:19]([CH3:21])([CH3:20])[C:15]([CH3:31])([CH3:14])[O:16]2)[O:16]1.CC([O-])=O.[K+]. Product: [CH3:13][C:9]1[N:8]([C:5]2[CH:6]=[CH:7][C:2]([B:17]3[O:18][C:19]([CH3:21])([CH3:20])[C:15]([CH3:31])([CH3:14])[O:16]3)=[CH:3][CH:4]=2)[CH:12]=[CH:11][N:10]=1. The catalyst class is: 151. (3) Reactant: [I:1][C:2]1[CH:3]=[N:4][NH:5][CH:6]=1.Br[CH2:8][CH:9]1[O:14][C:13](=[O:15])[NH:12][CH2:11][CH2:10]1.C(=O)([O-])[O-].[Cs+].[Cs+].[I-].[K+]. The catalyst class is: 18. Product: [I:1][C:2]1[CH:3]=[N:4][N:5]([CH2:8][CH:9]2[O:14][C:13](=[O:15])[NH:12][CH2:11][CH2:10]2)[CH:6]=1. (4) Reactant: C([O:4][CH2:5][C:6]([CH3:45])([CH3:44])[CH2:7][N:8]1[C:14]2[CH:15]=[CH:16][C:17]([Cl:19])=[CH:18][C:13]=2[C@H:12]([C:20]2C=C[CH:23]=[C:22](C)[C:21]=2[CH3:27])[O:11][C@H:10]([CH2:28][C:29]([NH:31][C:32]2[CH:33]=[CH:34][C:35]([F:42])=[C:36]([CH:41]=2)[C:37]([O:39]C)=[O:38])=[O:30])[C:9]1=[O:43])(=O)C.[OH-].[Na+].C(O)C. Product: [Cl:19][C:17]1[CH:16]=[CH:15][C:14]2[N:8]([CH2:7][C:6]([CH3:44])([CH3:45])[CH2:5][OH:4])[C:9](=[O:43])[C@@H:10]([CH2:28][C:29]([NH:31][C:32]3[CH:33]=[CH:34][C:35]([F:42])=[C:36]([CH:41]=3)[C:37]([OH:39])=[O:38])=[O:30])[O:11][C@@H:12]([CH2:20][CH:21]([CH3:27])[CH2:22][CH3:23])[C:13]=2[CH:18]=1. The catalyst class is: 6. (5) Reactant: C([O:8][C:9]1[CH:10]=[CH:11][C:12]([C:15]2[N:19]([C:20]3[CH:21]=[N:22][C:23]([CH3:26])=[CH:24][CH:25]=3)[N:18]=[C:17]([C:27]([O:29][CH2:30][CH3:31])=[O:28])[CH:16]=2)=[N:13][CH:14]=1)C1C=CC=CC=1.[H][H]. Product: [OH:8][C:9]1[CH:10]=[CH:11][C:12]([C:15]2[N:19]([C:20]3[CH:21]=[N:22][C:23]([CH3:26])=[CH:24][CH:25]=3)[N:18]=[C:17]([C:27]([O:29][CH2:30][CH3:31])=[O:28])[CH:16]=2)=[N:13][CH:14]=1. The catalyst class is: 696. (6) Reactant: Cl.[CH2:2]([O:4][C:5]([C:7]1([CH2:20][CH2:21][CH3:22])[CH2:12][CH2:11][N:10](C(OC(C)(C)C)=O)[CH2:9][CH2:8]1)=[O:6])[CH3:3]. Product: [CH2:2]([O:4][C:5]([C:7]1([CH2:20][CH2:21][CH3:22])[CH2:12][CH2:11][NH:10][CH2:9][CH2:8]1)=[O:6])[CH3:3]. The catalyst class is: 12.